This data is from Catalyst prediction with 721,799 reactions and 888 catalyst types from USPTO. The task is: Predict which catalyst facilitates the given reaction. (1) Reactant: [CH2:1]([N:3]1[C:8]2[CH:9]=[CH:10][C:11]([N+:13]([O-])=O)=[CH:12][C:7]=2[O:6][CH:5]([CH2:16][CH2:17][O:18][CH3:19])[C:4]1=[O:20])[CH3:2].[H][H]. Product: [NH2:13][C:11]1[CH:10]=[CH:9][C:8]2[N:3]([CH2:1][CH3:2])[C:4](=[O:20])[CH:5]([CH2:16][CH2:17][O:18][CH3:19])[O:6][C:7]=2[CH:12]=1. The catalyst class is: 19. (2) Reactant: Br[C:2]1[CH:14]=[CH:13][C:5]([C:6]([O:8][C:9]([CH3:12])([CH3:11])[CH3:10])=[O:7])=[C:4]([NH:15][C:16]2[CH:21]=[CH:20][C:19]([F:22])=[CH:18][CH:17]=2)[CH:3]=1.[OH:23][CH2:24][C:25]1[CH:26]=[C:27](B(O)O)[CH:28]=[CH:29][CH:30]=1.C(=O)([O-])[O-].[Na+].[Na+]. Product: [F:22][C:19]1[CH:20]=[CH:21][C:16]([NH:15][C:4]2[CH:3]=[C:2]([C:29]3[CH:28]=[CH:27][CH:26]=[C:25]([CH2:24][OH:23])[CH:30]=3)[CH:14]=[CH:13][C:5]=2[C:6]([O:8][C:9]([CH3:12])([CH3:11])[CH3:10])=[O:7])=[CH:17][CH:18]=1. The catalyst class is: 80. (3) Reactant: C([N:8]1[CH2:13][CH2:12][CH:11]([OH:14])[CH:10]([CH3:15])[CH2:9]1)C1C=CC=CC=1.C(N(CC)CC)C.[CH3:23][C:24]([CH3:29])([CH3:28])[C:25](Cl)=[O:26]. Product: [CH3:15][C@@H:10]1[C@@H:11]([O:14][C:25](=[O:26])[C:24]([CH3:29])([CH3:28])[CH3:23])[CH2:12][CH2:13][NH:8][CH2:9]1. The catalyst class is: 1.